Dataset: Full USPTO retrosynthesis dataset with 1.9M reactions from patents (1976-2016). Task: Predict the reactants needed to synthesize the given product. (1) Given the product [CH3:1][O:2][C:3](=[O:28])[C:4]1[C:9]([CH:10]=[O:33])=[CH:8][C:7]([F:18])=[C:6]([F:19])[C:5]=1[NH:20][C:21]1[CH:26]=[CH:25][CH:24]=[CH:23][C:22]=1[Cl:27], predict the reactants needed to synthesize it. The reactants are: [CH3:1][O:2][C:3](=[O:28])[C:4]1[C:9]([CH:10]=CC2C=CC=CC=2)=[CH:8][C:7]([F:18])=[C:6]([F:19])[C:5]=1[NH:20][C:21]1[CH:26]=[CH:25][CH:24]=[CH:23][C:22]=1[Cl:27].CC([OH:33])(C)C.C[N+]1([O-])CCOCC1.I([O-])(=O)(=O)=O.[Na+]. (2) Given the product [Cl:1][C:2]1[N:7]=[CH:6][C:5]([S:8][C:9]2[N:13]([C:14]3[CH:19]=[CH:18][CH:17]=[C:16]([F:20])[C:15]=3[CH3:21])[N:12]=[C:11]([C:22]([NH:28][CH3:27])=[O:23])[CH:10]=2)=[CH:4][CH:3]=1, predict the reactants needed to synthesize it. The reactants are: [Cl:1][C:2]1[N:7]=[CH:6][C:5]([S:8][C:9]2[N:13]([C:14]3[CH:19]=[CH:18][CH:17]=[C:16]([F:20])[C:15]=3[CH3:21])[N:12]=[C:11]([C:22](OCC)=[O:23])[CH:10]=2)=[CH:4][CH:3]=1.[CH3:27][NH2:28].CO. (3) Given the product [CH2:9]([C:5]1[CH:6]=[CH:7][CH:8]=[C:3]([CH2:1][CH3:2])[C:4]=1[C:11]1[N:16]=[C:15]([CH3:17])[C:14]([CH:18]([CH:20]2[C:29]3[C:24](=[CH:25][CH:26]=[CH:27][CH:28]=3)[CH2:23][CH2:22][CH2:21]2)[OH:19])=[C:13]([O:30][CH3:31])[CH:12]=1)[CH3:10], predict the reactants needed to synthesize it. The reactants are: [CH2:1]([C:3]1[CH:8]=[CH:7][CH:6]=[C:5]([CH2:9][CH3:10])[C:4]=1[C:11]1[N:16]=[C:15]([CH3:17])[C:14]([CH:18]([C:20]2[C:29]3[C:24](=[CH:25][CH:26]=[CH:27][CH:28]=3)[CH2:23][CH2:22][CH:21]=2)[OH:19])=[C:13]([O:30][CH3:31])[CH:12]=1)[CH3:2]. (4) Given the product [CH2:11]([O:13][C:14]([C:16]1[CH:17]=[C:18]([CH:22]2[CH2:27][CH2:26][N:25]([C:28]([O:30][C:31]([CH3:34])([CH3:33])[CH3:32])=[O:29])[C:24](=[O:35])[CH:23]2[CH3:36])[CH:19]=[CH:20][CH:21]=1)=[O:15])[CH3:12], predict the reactants needed to synthesize it. The reactants are: C[Si]([N-][Si](C)(C)C)(C)C.[K+].[CH2:11]([O:13][C:14]([C:16]1[CH:17]=[C:18]([CH:22]2[CH2:27][CH2:26][N:25]([C:28]([O:30][C:31]([CH3:34])([CH3:33])[CH3:32])=[O:29])[C:24](=[O:35])[CH2:23]2)[CH:19]=[CH:20][CH:21]=1)=[O:15])[CH3:12].[CH3:36]I.